Dataset: NCI-60 drug combinations with 297,098 pairs across 59 cell lines. Task: Regression. Given two drug SMILES strings and cell line genomic features, predict the synergy score measuring deviation from expected non-interaction effect. (1) Drug 1: C1=CC(=CC=C1CCCC(=O)O)N(CCCl)CCCl. Drug 2: CC12CCC3C(C1CCC2O)C(CC4=C3C=CC(=C4)O)CCCCCCCCCS(=O)CCCC(C(F)(F)F)(F)F. Cell line: OVCAR-8. Synergy scores: CSS=6.83, Synergy_ZIP=-9.02, Synergy_Bliss=-6.14, Synergy_Loewe=-7.16, Synergy_HSA=-6.42. (2) Synergy scores: CSS=0.136, Synergy_ZIP=0.148, Synergy_Bliss=3.69, Synergy_Loewe=-2.86, Synergy_HSA=1.04. Drug 1: CCC(=C(C1=CC=CC=C1)C2=CC=C(C=C2)OCCN(C)C)C3=CC=CC=C3.C(C(=O)O)C(CC(=O)O)(C(=O)O)O. Drug 2: CCN(CC)CCCC(C)NC1=C2C=C(C=CC2=NC3=C1C=CC(=C3)Cl)OC. Cell line: HS 578T. (3) Drug 1: C1C(C(OC1N2C=NC3=C(N=C(N=C32)Cl)N)CO)O. Drug 2: CC(C)(C#N)C1=CC(=CC(=C1)CN2C=NC=N2)C(C)(C)C#N. Cell line: MOLT-4. Synergy scores: CSS=60.5, Synergy_ZIP=-0.477, Synergy_Bliss=-2.44, Synergy_Loewe=-15.3, Synergy_HSA=-3.23. (4) Drug 2: C(CCl)NC(=O)N(CCCl)N=O. Cell line: OVCAR-8. Drug 1: COC1=NC(=NC2=C1N=CN2C3C(C(C(O3)CO)O)O)N. Synergy scores: CSS=4.93, Synergy_ZIP=1.81, Synergy_Bliss=2.60, Synergy_Loewe=0.874, Synergy_HSA=1.21. (5) Drug 1: C1CN1C2=NC(=NC(=N2)N3CC3)N4CC4. Drug 2: C1CCN(CC1)CCOC2=CC=C(C=C2)C(=O)C3=C(SC4=C3C=CC(=C4)O)C5=CC=C(C=C5)O. Cell line: MCF7. Synergy scores: CSS=20.8, Synergy_ZIP=-4.00, Synergy_Bliss=0.727, Synergy_Loewe=1.66, Synergy_HSA=1.99. (6) Drug 1: CC1CCC2CC(C(=CC=CC=CC(CC(C(=O)C(C(C(=CC(C(=O)CC(OC(=O)C3CCCCN3C(=O)C(=O)C1(O2)O)C(C)CC4CCC(C(C4)OC)OCCO)C)C)O)OC)C)C)C)OC. Drug 2: C1CN(CCN1C(=O)CCBr)C(=O)CCBr. Cell line: OVCAR3. Synergy scores: CSS=5.64, Synergy_ZIP=0.924, Synergy_Bliss=3.58, Synergy_Loewe=-11.9, Synergy_HSA=-0.669.